This data is from Full USPTO retrosynthesis dataset with 1.9M reactions from patents (1976-2016). The task is: Predict the reactants needed to synthesize the given product. (1) Given the product [Cl:1][C:2]1[CH:3]=[C:4]([NH:9][C:10]2[N:15]=[C:14]([N:16]3[CH:20]=[CH:19][C:18]([C:21]([F:23])([F:22])[F:24])=[N:17]3)[C:13]([C:25]3[CH:30]=[CH:29][N:28]=[C:27]([C:31]([OH:33])=[O:32])[CH:26]=3)=[CH:12][N:11]=2)[CH:5]=[CH:6][C:7]=1[F:8], predict the reactants needed to synthesize it. The reactants are: [Cl:1][C:2]1[CH:3]=[C:4]([NH:9][C:10]2[N:15]=[C:14]([N:16]3[CH:20]=[CH:19][C:18]([C:21]([F:24])([F:23])[F:22])=[N:17]3)[C:13]([C:25]3[CH:30]=[CH:29][N:28]=[C:27]([C:31]([O:33]C)=[O:32])[CH:26]=3)=[CH:12][N:11]=2)[CH:5]=[CH:6][C:7]=1[F:8].O.[OH-].[Li+].Cl. (2) Given the product [Br:1][C:2]1[CH:7]=[C:6]([F:8])[C:5]([F:9])=[CH:4][C:3]=1[CH2:10][CH2:18][NH:19][CH2:20][CH3:21], predict the reactants needed to synthesize it. The reactants are: [Br:1][C:2]1[CH:7]=[C:6]([F:8])[C:5]([F:9])=[CH:4][C:3]=1[CH2:10]Cl.C(=O)([O-])[O-].[Cs+].[Cs+].[CH3:18][NH:19][CH2:20][CH3:21]. (3) Given the product [CH2:22]([N:10]1[C@H:9]([C:4]2[CH:3]=[C:2]([F:1])[CH:7]=[C:6]([F:8])[CH:5]=2)[CH2:18][CH2:17][C:12]2([CH2:16][CH2:15][CH2:14][CH2:13]2)[C:11]1=[O:19])[CH:21]=[CH2:38], predict the reactants needed to synthesize it. The reactants are: [F:1][C:2]1[CH:3]=[C:4]([C@@H:9]2[CH2:18][CH2:17][C:12]3([CH2:16][CH2:15][CH2:14][CH2:13]3)[C:11](=[O:19])[NH:10]2)[CH:5]=[C:6]([F:8])[CH:7]=1.N[C:21]1[CH:22]=C2C(=C[CH:38]=1)C[C@]1(C3C(=NC=CC=3)NC1=O)C2. (4) Given the product [CH3:2][O:3][C:4]1[CH:5]=[C:6]2[C:11](=[CH:12][CH:13]=1)[C:10]([O:14][C:15]1[CH:16]=[CH:17][C:18]([O:21][CH2:22][CH2:23][N:24]3[CH2:29][CH2:28][CH2:27][CH2:26][CH2:25]3)=[CH:19][CH:20]=1)=[C:9]([C:30]1[CH:31]=[C:32]3[C:36](=[CH:37][CH:38]=1)[C:35](=[O:39])[NH:34][CH2:33]3)[CH:8]=[CH:7]2, predict the reactants needed to synthesize it. The reactants are: Cl.[CH3:2][O:3][C:4]1[CH:5]=[C:6]2[C:11](=[CH:12][CH:13]=1)[C:10]([O:14][C:15]1[CH:20]=[CH:19][C:18]([O:21][CH2:22][CH2:23][N:24]3[CH2:29][CH2:28][CH2:27][CH2:26][CH2:25]3)=[CH:17][CH:16]=1)=[C:9]([C:30]1[CH:31]=[C:32]3[C:36](=[CH:37][CH:38]=1)[C:35](=[O:39])[NH:34][CH2:33]3)[CH:8]=[CH:7]2.B(Br)(Br)Br.C(=O)(O)[O-].[Na+]. (5) Given the product [ClH:1].[Cl:1][C:2]1[CH:7]=[CH:6][C:5]([CH2:8][NH:9][C:10]([C:12]2[NH:13][C:14]3[C:19]([CH:20]=2)=[CH:18][C:17]([O:21][CH2:22][C@@H:23]2[O:28][CH2:27][CH2:26][NH:25][CH2:24]2)=[CH:16][CH:15]=3)=[O:11])=[C:4]([F:29])[C:3]=1[O:30][C:31]1[CH:36]=[C:35]([C:37]#[N:38])[CH:34]=[C:33]([Cl:39])[CH:32]=1, predict the reactants needed to synthesize it. The reactants are: [Cl:1][C:2]1[CH:7]=[CH:6][C:5]([CH2:8][NH:9][C:10]([C:12]2[NH:13][C:14]3[C:19]([CH:20]=2)=[CH:18][C:17]([O:21][CH2:22][C@@H:23]2[O:28][CH2:27][CH2:26][NH:25][CH2:24]2)=[CH:16][CH:15]=3)=[O:11])=[C:4]([F:29])[C:3]=1[O:30][C:31]1[CH:36]=[C:35]([C:37]#[N:38])[CH:34]=[C:33]([Cl:39])[CH:32]=1.Cl. (6) The reactants are: F[C:2]1[CH:10]=[C:9]2[C:5]([CH:6]=[CH:7][NH:8]2)=[CH:4][CH:3]=1.C1(CBr)CC1.N1C=CC=CC=1SC1SC(N)=NC=1. Given the product [NH:8]1[C:9]2[C:5](=[CH:4][CH:3]=[CH:2][CH:10]=2)[CH:6]=[CH:7]1, predict the reactants needed to synthesize it. (7) Given the product [CH3:1][C:2]([C:6]1[CH:7]=[C:8]([C:18](=[O:21])[CH2:19][I:22])[CH:9]=[C:10]([C:13]([CH3:17])([CH3:16])[CH2:14][CH3:15])[C:11]=1[OH:12])([CH3:5])[CH2:3][CH3:4], predict the reactants needed to synthesize it. The reactants are: [CH3:1][C:2]([C:6]1[CH:7]=[C:8]([C:18](=[O:21])[CH2:19]Br)[CH:9]=[C:10]([C:13]([CH3:17])([CH3:16])[CH2:14][CH3:15])[C:11]=1[OH:12])([CH3:5])[CH2:3][CH3:4].[I-:22].[Na+].CCCCCC. (8) Given the product [F:27][C:21]1[CH:22]=[C:23]([F:26])[CH:24]=[CH:25][C:20]=1[C:18]1[CH:19]=[C:14]([N:11]2[CH2:12][CH2:13][NH:8][CH2:9][CH2:10]2)[CH:15]=[C:16]([C:28]([NH:43][C@@H:41]([C:38]2[CH:37]=[N:36][C:35]([C:34]([F:45])([F:44])[F:33])=[N:40][CH:39]=2)[CH3:42])=[O:30])[CH:17]=1, predict the reactants needed to synthesize it. The reactants are: C(OC([N:8]1[CH2:13][CH2:12][N:11]([C:14]2[CH:15]=[C:16]([C:28]([OH:30])=O)[CH:17]=[C:18]([C:20]3[CH:25]=[CH:24][C:23]([F:26])=[CH:22][C:21]=3[F:27])[CH:19]=2)[CH2:10][CH2:9]1)=O)(C)(C)C.Cl.Cl.[F:33][C:34]([F:45])([F:44])[C:35]1[N:40]=[CH:39][C:38]([C@H:41]([NH2:43])[CH3:42])=[CH:37][N:36]=1.C(Cl)CCl.C1C=CC2N(O)N=NC=2C=1.C(N(C(C)C)CC)(C)C.Cl. (9) Given the product [Br:1][C:2]1[C:3]2[N:4]([C:39]([CH3:42])=[N:40][N:41]=2)[C:5]2[CH:10]=[C:9]([CH3:11])[N:8]([CH2:12][C:13]3[CH:14]=[C:15]([CH2:20][OH:21])[CH:16]=[C:17]([Cl:19])[CH:18]=3)[C:6]=2[CH:7]=1, predict the reactants needed to synthesize it. The reactants are: [Br:1][C:2]1[C:3]2[N:4]([C:39]([CH3:42])=[N:40][N:41]=2)[C:5]2[CH:10]=[C:9]([CH3:11])[N:8]([CH2:12][C:13]3[CH:18]=[C:17]([Cl:19])[CH:16]=[C:15]([CH2:20][O:21][Si](C(C)(C)C)(C4C=CC=CC=4)C4C=CC=CC=4)[CH:14]=3)[C:6]=2[CH:7]=1.CCCC[N+](CCCC)(CCCC)CCCC.[F-].